Dataset: Catalyst prediction with 721,799 reactions and 888 catalyst types from USPTO. Task: Predict which catalyst facilitates the given reaction. (1) Reactant: [N+:1]([C:4]1[CH:12]=[CH:11][C:10]([N:13]2[CH2:18][CH2:17][CH2:16][CH2:15][CH2:14]2)=[CH:9][C:5]=1[C:6]([NH2:8])=[O:7])([O-])=O. Product: [NH2:1][C:4]1[CH:12]=[CH:11][C:10]([N:13]2[CH2:18][CH2:17][CH2:16][CH2:15][CH2:14]2)=[CH:9][C:5]=1[C:6]([NH2:8])=[O:7]. The catalyst class is: 687. (2) Reactant: C([O-])([O-])=O.[Na+].[Na+].[N+:7]([C:10]1[CH:15]=[CH:14][C:13](B(O)O)=[CH:12][CH:11]=1)([O-:9])=[O:8].FC(F)(F)S(O[C:25]1[CH2:26][CH2:27][N:28]([C:30]([O:32][C:33]([CH3:36])([CH3:35])[CH3:34])=[O:31])[CH:29]=1)(=O)=O.[Li+].[Cl-]. Product: [N+:7]([C:10]1[CH:15]=[CH:14][C:13]([C:26]2[CH2:25][CH2:29][N:28]([C:30]([O:32][C:33]([CH3:36])([CH3:35])[CH3:34])=[O:31])[CH:27]=2)=[CH:12][CH:11]=1)([O-:9])=[O:8]. The catalyst class is: 752. (3) Reactant: [Cl:1][C:2]1[C:7](OC)=[C:6]([O:10]C)[C:5]([O:12][CH2:13][C:14]2[C:19]([O:20][CH3:21])=[CH:18][CH:17]=[C:16]([F:22])[C:15]=2[F:23])=[CH:4][C:3]=1[N:24]1[C:32](=[O:33])[NH:31][C:30]2[C:25]1=[N:26][C:27]([CH3:36])=[N:28][C:29]=2[O:34][CH3:35].CO.Cl. Product: [Cl:1][C:2]1[CH:7]=[C:6]([OH:10])[C:5]([O:12][CH2:13][C:14]2[C:19]([O:20][CH3:21])=[CH:18][CH:17]=[C:16]([F:22])[C:15]=2[F:23])=[CH:4][C:3]=1[N:24]1[C:32](=[O:33])[NH:31][C:30]2[C:25]1=[N:26][C:27]([CH3:36])=[N:28][C:29]=2[O:34][CH3:35]. The catalyst class is: 30. (4) Reactant: [C:1]([O:4][C@@H:5]1[C@H:11]([O:12][CH2:13][C:14]2[CH:19]=[CH:18][CH:17]=[CH:16][CH:15]=2)[C@@:10]([CH2:29][O:30][S:31]([CH3:34])(=[O:33])=[O:32])([CH2:20][O:21][CH2:22][C:23]2[CH:28]=[CH:27][CH:26]=[CH:25][CH:24]=2)[O:9][CH:6]1OC)(=[O:3])[CH3:2].[C:35]1([S:41][Si](C)(C)C)[CH:40]=[CH:39][CH:38]=[CH:37][CH:36]=1.O([Si](C)(C)C)S(C(F)(F)F)(=O)=O. Product: [C:1]([O:4][C@@H:5]1[C@H:11]([O:12][CH2:13][C:14]2[CH:19]=[CH:18][CH:17]=[CH:16][CH:15]=2)[C@@:10]([CH2:29][O:30][S:31]([CH3:34])(=[O:33])=[O:32])([CH2:20][O:21][CH2:22][C:23]2[CH:24]=[CH:25][CH:26]=[CH:27][CH:28]=2)[O:9][C@H:6]1[S:41][C:35]1[CH:40]=[CH:39][CH:38]=[CH:37][CH:36]=1)(=[O:3])[CH3:2]. The catalyst class is: 4. (5) Reactant: [CH3:1][C:2]1[N:3]([CH2:35][C:36]([O:38]CC)=[O:37])[C:4]([C:29]2[CH:34]=[CH:33][CH:32]=[CH:31][CH:30]=2)=[C:5]([C:23]2[CH:28]=[CH:27][CH:26]=[CH:25][CH:24]=2)[C:6]=1[CH2:7][C:8]1[CH:13]=[CH:12][CH:11]=[CH:10][C:9]=1[S:14]([C:17]1[CH:22]=[CH:21][CH:20]=[CH:19][CH:18]=1)(=[O:16])=[O:15].[OH-].[Li+].Cl. Product: [CH3:1][C:2]1[N:3]([CH2:35][C:36]([OH:38])=[O:37])[C:4]([C:29]2[CH:30]=[CH:31][CH:32]=[CH:33][CH:34]=2)=[C:5]([C:23]2[CH:24]=[CH:25][CH:26]=[CH:27][CH:28]=2)[C:6]=1[CH2:7][C:8]1[CH:13]=[CH:12][CH:11]=[CH:10][C:9]=1[S:14]([C:17]1[CH:22]=[CH:21][CH:20]=[CH:19][CH:18]=1)(=[O:15])=[O:16]. The catalyst class is: 87. (6) Reactant: [N:1]1[CH:6]=[CH:5][C:4]([NH2:7])=[CH:3][N:2]=1.N1C=CC=CC=1.Cl[C:15]([O:17][CH2:18][C:19]([Cl:22])([Cl:21])[Cl:20])=[O:16]. Product: [N:1]1[CH:6]=[CH:5][C:4]([NH:7][C:15](=[O:16])[O:17][CH2:18][C:19]([Cl:22])([Cl:21])[Cl:20])=[CH:3][N:2]=1. The catalyst class is: 7. (7) Reactant: [CH3:1][CH:2]([CH2:4][CH2:5][CH2:6][C@H:7]([C@@H:9]1[C@:27]2([CH3:28])[C@H:12]([C@H:13]3[C@H:24]([CH2:25][CH2:26]2)[C@:22]2([CH3:23])[C:16]([CH2:17][C@H:18]([CH2:20][CH2:21]2)[OH:19])=[CH:15][CH2:14]3)[CH2:11][CH2:10]1)[CH3:8])[CH3:3].CC(C)=O.OS(O)(=O)=O.O=[Cr](=O)=O.[Na+].[Cl-]. Product: [CH3:8][CH:7]([CH:9]1[C@:27]2([CH3:28])[CH:12]([CH:13]3[CH:24]([CH2:25][CH2:26]2)[C@:22]2([CH3:23])[CH:16]([CH2:17][C:18](=[O:19])[CH2:20][CH2:21]2)[CH2:15][CH2:14]3)[CH2:11][CH2:10]1)[CH2:6][CH2:5][CH2:4][CH:2]([CH3:1])[CH3:3]. The catalyst class is: 21. (8) Reactant: [CH:1]([C@:4]1([C:10]([N:12]2[CH2:17][CH2:16][N:15]([C:18]3[CH:23]=[C:22]([C:24]([F:27])([F:26])[F:25])[CH:21]=[C:20]([CH3:28])[N:19]=3)[CH2:14][CH2:13]2)=[O:11])[CH2:8][CH2:7][C@@H:6]([NH2:9])[CH2:5]1)([CH3:3])[CH3:2].[CH3:29][O:30][CH:31]1[C:36](=O)[CH2:35][CH2:34][O:33][CH2:32]1.C(N(CC)CC)C.C(O[BH-](OC(=O)C)OC(=O)C)(=O)C.[Na+]. Product: [CH:1]([C@:4]1([C:10]([N:12]2[CH2:13][CH2:14][N:15]([C:18]3[CH:23]=[C:22]([C:24]([F:27])([F:25])[F:26])[CH:21]=[C:20]([CH3:28])[N:19]=3)[CH2:16][CH2:17]2)=[O:11])[CH2:8][CH2:7][C@@H:6]([NH:9][CH:36]2[CH2:35][CH2:34][O:33][CH2:32][CH:31]2[O:30][CH3:29])[CH2:5]1)([CH3:3])[CH3:2]. The catalyst class is: 2. (9) Reactant: [CH2:1]([OH:4])[CH2:2][OH:3].O.C1(C)C=CC(S(O)(=O)=O)=CC=1.[Cl:17][C:18]1[C:19]([CH:31]=O)=[N:20][CH:21]=[C:22]([N:24]2[C:28]([CH3:29])=[CH:27][C:26]([CH3:30])=[N:25]2)[N:23]=1.C(=O)([O-])O.[Na+]. Product: [Cl:17][C:18]1[C:19]([CH:31]2[O:4][CH2:1][CH2:2][O:3]2)=[N:20][CH:21]=[C:22]([N:24]2[C:28]([CH3:29])=[CH:27][C:26]([CH3:30])=[N:25]2)[N:23]=1. The catalyst class is: 11.